Dataset: Full USPTO retrosynthesis dataset with 1.9M reactions from patents (1976-2016). Task: Predict the reactants needed to synthesize the given product. (1) Given the product [Br:1][C:2]1[CH:8]=[CH:7][C:5]([NH:6][CH2:12][C:11]2[C:10]([F:9])=[CH:17][CH:16]=[CH:15][C:14]=2[F:18])=[CH:4][CH:3]=1, predict the reactants needed to synthesize it. The reactants are: [Br:1][C:2]1[CH:8]=[CH:7][C:5]([NH2:6])=[CH:4][CH:3]=1.[F:9][C:10]1[CH:17]=[CH:16][CH:15]=[C:14]([F:18])[C:11]=1[CH:12]=O.C(O)(=O)C.C([BH3-])#N.[Na+]. (2) Given the product [OH:1][C:2]1[C:15]2[C:14](=[O:16])[C:13]3[C:8](=[CH:9][C:10]([S:17]([OH:20])(=[O:19])=[O:18])=[CH:11][CH:12]=3)[C:7](=[O:21])[C:6]=2[C:5]([OH:27])=[C:4]([S:22]([OH:25])(=[O:24])=[O:23])[C:3]=1[OH:26].[OH:27][C:28]1[C:41]2[C:40](=[O:42])[C:39]3[C:34](=[CH:35][CH:36]=[C:37]([S:43]([OH:46])(=[O:45])=[O:44])[CH:38]=3)[C:33](=[O:47])[C:32]=2[C:31]([OH:1])=[C:30]([S:48]([OH:51])(=[O:50])=[O:49])[C:29]=1[OH:52], predict the reactants needed to synthesize it. The reactants are: [OH:1][C:2]1[C:15]2[C:14](=[O:16])[C:13]3[C:8](=[CH:9][C:10]([S:17]([OH:20])(=[O:19])=[O:18])=[CH:11][CH:12]=3)[C:7](=[O:21])[C:6]=2[CH:5]=[C:4]([S:22]([OH:25])(=[O:24])=[O:23])[C:3]=1[OH:26].[OH:27][C:28]1[C:41]2[C:40](=[O:42])[C:39]3[C:34](=[CH:35][CH:36]=[C:37]([S:43]([OH:46])(=[O:45])=[O:44])[CH:38]=3)[C:33](=[O:47])[C:32]=2[CH:31]=[C:30]([S:48]([OH:51])(=[O:50])=[O:49])[C:29]=1[OH:52].